Dataset: Full USPTO retrosynthesis dataset with 1.9M reactions from patents (1976-2016). Task: Predict the reactants needed to synthesize the given product. (1) Given the product [ClH:16].[Cl:17][C:12]1[CH:11]=[C:10]([C@@H:9]2[O:8][CH2:7][CH2:6][NH:5][CH2:4][C@H:3]2[CH2:2][NH:1][C:31](=[O:32])[CH2:30][N:25]2[CH:29]=[N:28][N:27]=[N:26]2)[CH:15]=[CH:14][C:13]=1[Cl:16], predict the reactants needed to synthesize it. The reactants are: [NH2:1][CH2:2][C@H:3]1[C@H:9]([C:10]2[CH:15]=[CH:14][C:13]([Cl:16])=[C:12]([Cl:17])[CH:11]=2)[O:8][CH2:7][CH2:6][N:5](C(OC(C)(C)C)=O)[CH2:4]1.[N:25]1([CH2:30][C:31](O)=[O:32])[CH:29]=[N:28][N:27]=[N:26]1. (2) Given the product [Cl:25][C:26]1[CH:27]=[C:28]([CH:42]=[C:43]([CH3:45])[CH:44]=1)[C:29]([C:31]1[N:36]([CH2:2][C:3]2[CH:8]=[CH:7][N:6]=[C:5]([NH:9][C:10](=[O:12])[CH3:11])[CH:4]=2)[C:35](=[O:37])[NH:34][C:33](=[O:38])[C:32]=1[CH:39]([CH3:40])[CH3:41])=[O:30], predict the reactants needed to synthesize it. The reactants are: O[CH2:2][C:3]1[CH:8]=[CH:7][N:6]=[C:5]([NH:9][C:10](=[O:12])[CH3:11])[CH:4]=1.C(N(CC)CC)C.CS(Cl)(=O)=O.[Cl:25][C:26]1[CH:27]=[C:28]([CH:42]=[C:43]([CH3:45])[CH:44]=1)[C:29]([C:31]1[NH:36][C:35](=[O:37])[NH:34][C:33](=[O:38])[C:32]=1[CH:39]([CH3:41])[CH3:40])=[O:30].C(=O)([O-])[O-].[K+].[K+].[I-].[Li+]. (3) The reactants are: [NH2:1][C:2]1[C:3]([CH3:30])=[C:4]([C:8]2[C:20]3[C:19]4[C:14](=[CH:15][C:16]([O:21][CH:22]5[CH2:26][CH2:25][O:24][CH2:23]5)=[CH:17][CH:18]=4)[NH:13][C:12]=3[C:11]([C:27]([NH2:29])=[O:28])=[N:10][CH:9]=2)[CH:5]=[CH:6][CH:7]=1.[C:31](Cl)(=O)[O:32]C1C=CC([N+]([O-])=O)=CC=1.N1C=CC=CC=1.Cl.[F:51][C:52]1[CH:53]=[C:54]2[C:58](=[CH:59][CH:60]=1)[CH2:57][NH:56][CH2:55]2.C(N(CC)C(C)C)(C)C. Given the product [F:51][C:52]1[CH:53]=[C:54]2[C:58](=[CH:59][CH:60]=1)[CH2:57][N:56]([C:31]([NH:1][C:2]1[C:3]([CH3:30])=[C:4]([C:8]3[C:20]4[C:19]5[C:14](=[CH:15][C:16]([O:21][CH:22]6[CH2:26][CH2:25][O:24][CH2:23]6)=[CH:17][CH:18]=5)[NH:13][C:12]=4[C:11]([C:27]([NH2:29])=[O:28])=[N:10][CH:9]=3)[CH:5]=[CH:6][CH:7]=1)=[O:32])[CH2:55]2, predict the reactants needed to synthesize it. (4) Given the product [Br:29][C:30]1[CH:35]=[C:34]([F:36])[CH:33]=[CH:32][C:31]=1[S:37]([N:15]([CH3:16])[CH2:14][CH2:13][CH2:12][NH:11][C:9](=[O:10])[C@@H:8]([NH:17][C:18]([C:20]1[S:21][C:22]2[CH:28]=[CH:27][CH:26]=[CH:25][C:23]=2[CH:24]=1)=[O:19])[CH2:7][CH:1]1[CH2:6][CH2:5][CH2:4][CH2:3][CH2:2]1)(=[O:39])=[O:38], predict the reactants needed to synthesize it. The reactants are: [CH:1]1([CH2:7][C@H:8]([NH:17][C:18]([C:20]2[S:21][C:22]3[CH:28]=[CH:27][CH:26]=[CH:25][C:23]=3[CH:24]=2)=[O:19])[C:9]([NH:11][CH2:12][CH2:13][CH2:14][NH:15][CH3:16])=[O:10])[CH2:6][CH2:5][CH2:4][CH2:3][CH2:2]1.[Br:29][C:30]1[CH:35]=[C:34]([F:36])[CH:33]=[CH:32][C:31]=1[S:37](Cl)(=[O:39])=[O:38].C(N(CC)CC)C.